Dataset: Reaction yield outcomes from USPTO patents with 853,638 reactions. Task: Predict the reaction yield, written as a fraction of the theoretical maximum amount of product (1.0 means a 100% yield; for example, 0.34 means a 34% yield). (1) The reactants are [N:1]1([C:12](=[O:13])[C:11]2[N:10]([CH2:14][C:15]([OH:17])=O)[CH:9]=[N:8][C:7]=2[N:5]([CH3:6])[C:3]1=[O:4])[CH3:2].C(Cl)(=O)C(Cl)=O.CN(C=O)C.[CH3:29][NH:30][C:31]1[CH:36]=[CH:35][C:34]([CH:37]([CH3:39])[CH3:38])=[CH:33][CH:32]=1. The catalyst is C(Cl)(Cl)Cl.CC#N. The product is [CH3:2][N:1]1[C:12](=[O:13])[C:11]2[N:10]([CH2:14][C:15]([N:30]([C:31]3[CH:36]=[CH:35][C:34]([CH:37]([CH3:39])[CH3:38])=[CH:33][CH:32]=3)[CH3:29])=[O:17])[CH:9]=[N:8][C:7]=2[N:5]([CH3:6])[C:3]1=[O:4]. The yield is 0.844. (2) The yield is 0.641. The catalyst is C(O)C. The reactants are [SH:1][CH:2]([CH3:6])[C:3](=O)[CH3:4].[C:7](#[N:11])[CH2:8][C:9]#[N:10].C(N(CC)CC)C. The product is [NH2:10][C:9]1[S:1][C:2]([CH3:6])=[C:3]([CH3:4])[C:8]=1[C:7]#[N:11].